Dataset: Catalyst prediction with 721,799 reactions and 888 catalyst types from USPTO. Task: Predict which catalyst facilitates the given reaction. (1) Reactant: CC(O)(C(C)(O)C)C.[Cl:9][C:10]1[CH:11]=[C:12](B2OC(C)(C)C(C)(C)O2)[CH:13]=[C:14]([N+:16]([O-:18])=[O:17])[CH:15]=1.Br[C:29]1[S:33][C:32]([C:34]2([OH:38])[CH2:37][CH2:36][CH2:35]2)=[N:31][CH:30]=1.C(=O)([O-])[O-].[Na+].[Na+].CN(C=O)C. Product: [Cl:9][C:10]1[CH:11]=[C:12]([C:29]2[S:33][C:32]([C:34]3([OH:38])[CH2:37][CH2:36][CH2:35]3)=[N:31][CH:30]=2)[CH:13]=[C:14]([N+:16]([O-:18])=[O:17])[CH:15]=1. The catalyst class is: 84. (2) Product: [CH3:22][O:23][C:2]1[N:3]=[C:4]([NH:18][CH2:19][CH2:20][CH3:21])[C:5]2[N:6]=[C:7]([NH:16][CH3:17])[N:8]=[C:9]([NH:12][CH2:13][CH2:14][CH3:15])[C:10]=2[N:11]=1. Reactant: Cl[C:2]1[N:3]=[C:4]([NH:18][CH2:19][CH2:20][CH3:21])[C:5]2[N:6]=[C:7]([NH:16][CH3:17])[N:8]=[C:9]([NH:12][CH2:13][CH2:14][CH3:15])[C:10]=2[N:11]=1.[CH3:22][O-:23].[Na+]. The catalyst class is: 5. (3) Reactant: [CH:1]1([C:4]2[C:5]([O:18][CH2:19][C:20]3([F:26])[CH2:25][CH2:24][NH:23][CH2:22][CH2:21]3)=[CH:6][C:7]([F:17])=[C:8]([CH:16]=2)[C:9]([O:11][C:12]([CH3:15])([CH3:14])[CH3:13])=[O:10])[CH2:3][CH2:2]1.[Cl:27][C:28]1[CH:29]=[C:30]([CH:33]=[CH:34][C:35]=1[O:36][C:37]([F:40])([F:39])[F:38])[CH:31]=O.C(O[BH-](OC(=O)C)OC(=O)C)(=O)C.[Na+]. Product: [Cl:27][C:28]1[CH:29]=[C:30]([CH:33]=[CH:34][C:35]=1[O:36][C:37]([F:38])([F:39])[F:40])[CH2:31][N:23]1[CH2:24][CH2:25][C:20]([CH2:19][O:18][C:5]2[C:4]([CH:1]3[CH2:2][CH2:3]3)=[CH:16][C:8]([C:9]([O:11][C:12]([CH3:15])([CH3:14])[CH3:13])=[O:10])=[C:7]([F:17])[CH:6]=2)([F:26])[CH2:21][CH2:22]1. The catalyst class is: 7.